Task: Predict the product of the given reaction.. Dataset: Forward reaction prediction with 1.9M reactions from USPTO patents (1976-2016) (1) Given the reactants [Br:1]N1C(=O)CCC1=O.[CH3:9][O:10][C:11]([C:13]1[CH:18]=[CH:17][CH:16]=[C:15]([CH3:19])[N:14]=1)=[O:12], predict the reaction product. The product is: [CH3:9][O:10][C:11]([C:13]1[CH:18]=[CH:17][CH:16]=[C:15]([CH2:19][Br:1])[N:14]=1)=[O:12]. (2) Given the reactants [O-]CC.[Na+].[SH:5][CH2:6][C:7]([O:9][CH2:10][CH3:11])=[O:8].[C:12]([Si:16]([CH3:49])([CH3:48])[O:17][C:18]1[CH:23]=[CH:22][C:21]([C:24]([C:29]2[S:33][C:32]([CH2:34]OS(C3C=CC(C)=CC=3)(=O)=O)=[C:31]([CH3:46])[CH:30]=2)([CH2:27][CH3:28])[CH2:25][CH3:26])=[CH:20][C:19]=1[CH3:47])([CH3:15])([CH3:14])[CH3:13], predict the reaction product. The product is: [CH2:10]([O:9][C:7](=[O:8])[CH2:6][S:5][CH2:34][C:32]1[S:33][C:29]([C:24]([C:21]2[CH:22]=[CH:23][C:18]([O:17][Si:16]([C:12]([CH3:13])([CH3:15])[CH3:14])([CH3:49])[CH3:48])=[C:19]([CH3:47])[CH:20]=2)([CH2:27][CH3:28])[CH2:25][CH3:26])=[CH:30][C:31]=1[CH3:46])[CH3:11]. (3) Given the reactants [F:1][C:2]1[C:10]([CH2:11][S:12][CH3:13])=[C:9]2[C:5]([C:6]([CH:14]([C:21]3[CH:26]=[CH:25][C:24]([C:27]([F:30])([F:29])[F:28])=[CH:23][CH:22]=3)[CH2:15][C:16](OCC)=[O:17])=[CH:7][NH:8]2)=[CH:4][CH:3]=1.ClC1C=CC(C(C2C3C(=C(CSC)C(F)=CC=3)NC=2)CCO)=CC=1, predict the reaction product. The product is: [F:1][C:2]1[C:10]([CH2:11][S:12][CH3:13])=[C:9]2[C:5]([C:6]([CH:14]([C:21]3[CH:22]=[CH:23][C:24]([C:27]([F:30])([F:28])[F:29])=[CH:25][CH:26]=3)[CH2:15][CH2:16][OH:17])=[CH:7][NH:8]2)=[CH:4][CH:3]=1. (4) Given the reactants [Cl:1][C:2]1[C:3]([C:8]2[N:9]=[N:10][C:11]([CH3:14])=[CH:12][CH:13]=2)=[N:4][CH:5]=[CH:6][CH:7]=1.[Cl:15]N1C(=O)N(Cl)C(=O)N(Cl)C1=O, predict the reaction product. The product is: [Cl:15][CH2:14][C:11]1[N:10]=[N:9][C:8]([C:3]2[C:2]([Cl:1])=[CH:7][CH:6]=[CH:5][N:4]=2)=[CH:13][CH:12]=1.